Dataset: Catalyst prediction with 721,799 reactions and 888 catalyst types from USPTO. Task: Predict which catalyst facilitates the given reaction. (1) Reactant: [CH2:1]([O:8][C:9]1[CH:14]=[CH:13][NH:12][C:11](=[O:15])[CH:10]=1)[C:2]1[CH:7]=[CH:6][CH:5]=[CH:4][CH:3]=1.C(=O)([O-])[O-].[Cs+].[Cs+].[C:22]([O:26][C:27]([N:29]1[CH2:38][CH2:37][C:36]2[C:31](=[CH:32][C:33]([CH2:39][CH2:40]OS(C3C=CC(C)=CC=3)(=O)=O)=[CH:34][CH:35]=2)[CH2:30]1)=[O:28])([CH3:25])([CH3:24])[CH3:23]. Product: [C:22]([O:26][C:27]([N:29]1[CH2:38][CH2:37][C:36]2[C:31](=[CH:32][C:33]([CH2:39][CH2:40][N:12]3[CH:13]=[CH:14][C:9]([O:8][CH2:1][C:2]4[CH:3]=[CH:4][CH:5]=[CH:6][CH:7]=4)=[CH:10][C:11]3=[O:15])=[CH:34][CH:35]=2)[CH2:30]1)=[O:28])([CH3:25])([CH3:24])[CH3:23]. The catalyst class is: 3. (2) Reactant: [CH3:1][O:2][CH2:3][CH2:4][O:5][CH2:6][CH2:7][O:8][C:9]1[CH:10]=[C:11]([CH:15]=[CH:16]C(O)=O)[CH:12]=[CH:13][CH:14]=1.S(Cl)(Cl)=O.C[N:25](C)[CH:26]=[O:27].[N-]=[N+]=[N-].[Na+]. Product: [CH3:1][O:2][CH2:3][CH2:4][O:5][CH2:6][CH2:7][O:8][C:9]1[CH:10]=[C:11]2[C:12](=[CH:13][CH:14]=1)[C:26](=[O:27])[NH:25][CH:16]=[CH:15]2. The catalyst class is: 127. (3) Reactant: [Cl:1][C:2]1[CH:3]=[C:4]([CH:8]2[O:12]C(=O)[NH:10][CH:9]2[CH2:14][C:15]2[CH:20]=[CH:19][C:18]([C:21]([F:27])([F:26])[C:22]([CH3:25])([CH3:24])[CH3:23])=[CH:17][CH:16]=2)[CH:5]=[CH:6][CH:7]=1.[OH-].[Na+]. Product: [NH2:10][CH:9]([CH2:14][C:15]1[CH:16]=[CH:17][C:18]([C:21]([F:27])([F:26])[C:22]([CH3:23])([CH3:24])[CH3:25])=[CH:19][CH:20]=1)[CH:8]([C:4]1[CH:5]=[CH:6][CH:7]=[C:2]([Cl:1])[CH:3]=1)[OH:12]. The catalyst class is: 8. (4) Reactant: [C:1]([Br:5])(Br)(Br)Br.C1(P(C2C=CC=CC=2)C2C=CC=CC=2)C=CC=CC=1.N1C=CN=C1.[O:30]1[C:34]2([CH2:39][CH2:38]C(O)[CH2:36][CH2:35]2)[O:33][CH2:32][CH2:31]1. Product: [Br:5][CH:1]1[CH2:38][CH2:39][C:34]2([O:33][CH2:32][CH2:31][O:30]2)[CH2:35][CH2:36]1. The catalyst class is: 2. (5) Reactant: [Br:1][C:2]1[CH:9]=[CH:8][CH:7]=[C:6]([N:10]2[CH2:19][CH2:18][C:17]3[C:12](=[CH:13][CH:14]=[C:15]([C:20]([OH:23])([CH3:22])[CH3:21])[CH:16]=3)[C:11]2=[O:24])[C:3]=1[CH:4]=[O:5].C([BH-](CC)CC)C.[Li+].C([O-])(O)=O.[Na+].O. Product: [Br:1][C:2]1[C:3]([CH2:4][OH:5])=[C:6]([N:10]2[CH2:19][CH2:18][C:17]3[C:12](=[CH:13][CH:14]=[C:15]([C:20]([OH:23])([CH3:21])[CH3:22])[CH:16]=3)[C:11]2=[O:24])[CH:7]=[CH:8][CH:9]=1. The catalyst class is: 1. (6) Reactant: [Sn](Cl)Cl.[Br:4][C:5]1[CH:6]=[CH:7][C:8]([CH:14]2[CH2:16][CH2:15]2)=[C:9]([N+:11]([O-])=O)[CH:10]=1. Product: [Br:4][C:5]1[CH:6]=[CH:7][C:8]([CH:14]2[CH2:16][CH2:15]2)=[C:9]([CH:10]=1)[NH2:11]. The catalyst class is: 40. (7) Reactant: [H-].[Al+3].[Li+].[H-].[H-].[H-].[Cl:7][C:8]1[CH:13]=[C:12]([Cl:14])[CH:11]=[CH:10][C:9]=1[NH:15][C:16]1[CH:17]=[CH:18][C:19]([C:22]#[N:23])=[N:20][CH:21]=1.O. Product: [NH2:23][CH2:22][C:19]1[N:20]=[CH:21][C:16]([NH:15][C:9]2[CH:10]=[CH:11][C:12]([Cl:14])=[CH:13][C:8]=2[Cl:7])=[CH:17][CH:18]=1. The catalyst class is: 1. (8) Reactant: [CH3:1][O:2][C:3](=[O:6])[CH2:4][NH2:5].[OH:7][C:8]1[CH:9]=[C:10]([CH:13]=[CH:14][CH:15]=1)[CH:11]=O.C(O)(=O)C.C([BH3-])#N.[Na+].C1COCC1. Product: [OH:7][C:8]1[CH:9]=[C:10]([CH:13]=[CH:14][CH:15]=1)[CH2:11][NH:5][CH2:4][C:3]([O:2][CH3:1])=[O:6]. The catalyst class is: 36.